Dataset: Forward reaction prediction with 1.9M reactions from USPTO patents (1976-2016). Task: Predict the product of the given reaction. (1) Given the reactants [F:1][C:2]1[CH:19]=[C:18]([N+:20]([O-:22])=[O:21])[CH:17]=[CH:16][C:3]=1[O:4][C:5]1[C:14]2[C:9](=[CH:10][C:11]([OH:15])=[CH:12][CH:13]=2)[N:8]=[CH:7][CH:6]=1.[OH-].[Na+].[CH3:25][C:26]1([O:29][CH2:28]1)[CH3:27], predict the reaction product. The product is: [F:1][C:2]1[CH:19]=[C:18]([N+:20]([O-:22])=[O:21])[CH:17]=[CH:16][C:3]=1[O:4][C:5]1[C:14]2[C:9](=[CH:10][C:11]([O:15][CH2:25][C:26]([CH3:28])([OH:29])[CH3:27])=[CH:12][CH:13]=2)[N:8]=[CH:7][CH:6]=1. (2) Given the reactants [CH3:1][O:2][C:3]1[C:12]([NH:13][C:14](=[O:22])OC2C=CC=CC=2)=[N:11][C:10]2[C:5](=[CH:6][CH:7]=[CH:8][CH:9]=2)[N:4]=1.[F:23][C:24]1[CH:25]=[C:26]([N:31]2[CH2:36][CH2:35][NH:34][CH2:33][CH2:32]2)[CH:27]=[C:28]([F:30])[CH:29]=1, predict the reaction product. The product is: [CH3:1][O:2][C:3]1[C:12]([NH:13][C:14]([N:34]2[CH2:33][CH2:32][N:31]([C:26]3[CH:25]=[C:24]([F:23])[CH:29]=[C:28]([F:30])[CH:27]=3)[CH2:36][CH2:35]2)=[O:22])=[N:11][C:10]2[C:5](=[CH:6][CH:7]=[CH:8][CH:9]=2)[N:4]=1. (3) Given the reactants [F:1][C:2]([F:17])([F:16])[C:3]([C:5]1[CH:10]=[CH:9][N:8]=[C:7]([CH2:11][C:12]([O:14][CH3:15])=[O:13])[CH:6]=1)=[CH2:4], predict the reaction product. The product is: [F:17][C:2]([F:1])([F:16])[CH:3]([C:5]1[CH:10]=[CH:9][N:8]=[C:7]([CH2:11][C:12]([O:14][CH3:15])=[O:13])[CH:6]=1)[CH3:4].